From a dataset of hERG Central: cardiac toxicity at 1µM, 10µM, and general inhibition. Predict hERG channel inhibition at various concentrations. (1) The compound is COc1ccc(Nc2c3c(nc4ccccc24)CCC3)cc1.Cl. Results: hERG_inhib (hERG inhibition (general)): blocker. (2) The molecule is Cc1cccc(NC(=S)NC(C)C(c2ccccc2)N2CCN(C)CC2)c1C. Results: hERG_inhib (hERG inhibition (general)): blocker. (3) The molecule is CCOc1ccc(CNC(=O)CCC(=O)N2Cc3ccccc3Oc3ncccc32)cc1. Results: hERG_inhib (hERG inhibition (general)): blocker. (4) The compound is COc1ccc(-n2c(Cc3cccn3C)nnc2SCC(=O)Nc2cccc(F)c2)cc1. Results: hERG_inhib (hERG inhibition (general)): blocker. (5) The drug is O=C(O)C(=O)O.c1ccc(COc2ccc(OCCCN3CCCC3)cc2)cc1. Results: hERG_inhib (hERG inhibition (general)): blocker. (6) The compound is COc1ccc(N2CCN(C(=O)C3CCCN(S(=O)(=O)c4ccc(C)cc4)C3)CC2)cc1. Results: hERG_inhib (hERG inhibition (general)): blocker. (7) The molecule is COCCn1c(=N)c(C(=O)NCCc2ccccc2)cc2c(=O)n3cccc(C)c3nc21. Results: hERG_inhib (hERG inhibition (general)): blocker. (8) The compound is CCOc1ccc(C(=O)NCC(=O)NC(C)c2ccc(-n3ccnc3)cc2)cc1OCC. Results: hERG_inhib (hERG inhibition (general)): blocker. (9) The drug is COc1cc(OC)c(CN2CCc3c([nH]c4ccccc34)C2)cc1Br. Results: hERG_inhib (hERG inhibition (general)): blocker.